This data is from Experimentally validated miRNA-target interactions with 360,000+ pairs, plus equal number of negative samples. The task is: Binary Classification. Given a miRNA mature sequence and a target amino acid sequence, predict their likelihood of interaction. Result: 0 (no interaction). The protein sequence of the target gene is MLQTSNYSLVLSLQFLLLSYDLFVNSFSELLQKTPVIQLVLFIIQDIAVLFNIIIIFLMFFNTFVFQAGLVNLLFHKFKGTIILTAVYFALSISLHVWVMNLRWKNSNSFIWTDGLQMLFVFQRLAAVLYCYFYKRTAVRLGDPHFYQDSLWLRKEFMQVRR. The miRNA is hsa-miR-643 with sequence ACUUGUAUGCUAGCUCAGGUAG.